From a dataset of Forward reaction prediction with 1.9M reactions from USPTO patents (1976-2016). Predict the product of the given reaction. (1) Given the reactants Br[C:2]1[CH2:6][CH2:5][O:4][N:3]=1.COC(=O)[C:10]1[CH:15]=[CH:14][C:13]([OH:16])=[CH:12][N:11]=1, predict the reaction product. The product is: [N:11]1[CH:10]=[CH:15][CH:14]=[C:13]([O:16][C:2]2[CH2:6][CH2:5][O:4][N:3]=2)[CH:12]=1. (2) Given the reactants [N:1]([C:4]1[CH:12]=[C:11]([F:13])[CH:10]=[CH:9][C:5]=1[C:6](Cl)=[O:7])=[N+:2]=[N-:3].[Cl:14][C:15]1[CH:20]=[CH:19][C:18]([NH2:21])=[CH:17][CH:16]=1.C([O-])(O)=O.[Na+], predict the reaction product. The product is: [N:1]([C:4]1[CH:12]=[C:11]([F:13])[CH:10]=[CH:9][C:5]=1[C:6]([NH:21][C:18]1[CH:19]=[CH:20][C:15]([Cl:14])=[CH:16][CH:17]=1)=[O:7])=[N+:2]=[N-:3]. (3) Given the reactants [CH:1]1([C:4]2[O:8][N:7]=[C:6]([C:9]3[CH:14]=[CH:13][CH:12]=[CH:11][C:10]=3[O:15][C:16]([F:19])([F:18])[F:17])[C:5]=2[CH2:20][O:21][CH:22]2[CH2:28][CH:27]3[N:29]([C:30]4[S:31][C:32]5[CH:38]=[C:37]([C:39]([NH:41][CH2:42][C:43]([O:45]C)=[O:44])=[O:40])[CH:36]=[CH:35][C:33]=5[N:34]=4)[CH:24]([CH2:25][CH2:26]3)[CH2:23]2)[CH2:3][CH2:2]1.[Li+].[OH-], predict the reaction product. The product is: [CH:1]1([C:4]2[O:8][N:7]=[C:6]([C:9]3[CH:14]=[CH:13][CH:12]=[CH:11][C:10]=3[O:15][C:16]([F:17])([F:18])[F:19])[C:5]=2[CH2:20][O:21][CH:22]2[CH2:28][CH:27]3[N:29]([C:30]4[S:31][C:32]5[CH:38]=[C:37]([C:39]([NH:41][CH2:42][C:43]([OH:45])=[O:44])=[O:40])[CH:36]=[CH:35][C:33]=5[N:34]=4)[CH:24]([CH2:25][CH2:26]3)[CH2:23]2)[CH2:3][CH2:2]1. (4) Given the reactants [NH2:1][C@@H:2]([CH2:25][C:26]1[CH:31]=[CH:30][CH:29]=[CH:28][CH:27]=1)[C:3]([NH:5][C@H:6]([B:12]1[O:16][C@@H:15]2[CH2:17][C@@H:18]3[CH2:21][C@H:20]([C@:14]2([CH3:24])[O:13]1)[C:19]3([CH3:23])[CH3:22])[CH2:7][CH:8]1[CH2:11][CH2:10][CH2:9]1)=[O:4].Cl.C(N(CC)C(C)C)(C)C.[O:42]([C:49]1[N:54]=[CH:53][C:52]([S:55](Cl)(=[O:57])=[O:56])=[CH:51][CH:50]=1)[C:43]1[CH:48]=[CH:47][CH:46]=[CH:45][CH:44]=1, predict the reaction product. The product is: [CH:8]1([CH2:7][C@H:6]([NH:5][C:3](=[O:4])[C@@H:2]([NH:1][S:55]([C:52]2[CH:53]=[N:54][C:49]([O:42][C:43]3[CH:48]=[CH:47][CH:46]=[CH:45][CH:44]=3)=[CH:50][CH:51]=2)(=[O:56])=[O:57])[CH2:25][C:26]2[CH:27]=[CH:28][CH:29]=[CH:30][CH:31]=2)[B:12]2[O:16][C@@H:15]3[CH2:17][C@@H:18]4[CH2:21][C@H:20]([C@:14]3([CH3:24])[O:13]2)[C:19]4([CH3:23])[CH3:22])[CH2:11][CH2:10][CH2:9]1. (5) Given the reactants [CH3:1][N:2]([CH3:25])[CH2:3][CH2:4][N:5]([CH3:24])[C:6]([C:8]1[N:9]([CH3:23])[C:10]([C:13]2[S:21][C:20]3[C:15](=[N:16][CH:17]=[CH:18][C:19]=3Cl)[CH:14]=2)=[CH:11][N:12]=1)=[O:7].[CH3:26][C:27]1[NH:28][C:29]2[C:34]([CH:35]=1)=[CH:33][C:32]([NH2:36])=[CH:31][CH:30]=2, predict the reaction product. The product is: [CH3:1][N:2]([CH3:25])[CH2:3][CH2:4][N:5]([CH3:24])[C:6]([C:8]1[N:9]([CH3:23])[C:10]([C:13]2[S:21][C:20]3[C:15](=[N:16][CH:17]=[CH:18][C:19]=3[NH:36][C:32]3[CH:33]=[C:34]4[C:29](=[CH:30][CH:31]=3)[NH:28][C:27]([CH3:26])=[CH:35]4)[CH:14]=2)=[CH:11][N:12]=1)=[O:7]. (6) Given the reactants [C:1]1([N:7]2[CH:20]=[C:10]3[N:11]([CH2:17][CH2:18][CH3:19])[C:12](=[O:16])[NH:13][C:14](=[O:15])[C:9]3=[N+:8]2[O-])[CH:6]=[CH:5][CH:4]=[CH:3][CH:2]=1, predict the reaction product. The product is: [C:1]1([N:7]2[CH:20]=[C:10]3[N:11]([CH2:17][CH2:18][CH3:19])[C:12](=[O:16])[NH:13][C:14](=[O:15])[C:9]3=[N:8]2)[CH:2]=[CH:3][CH:4]=[CH:5][CH:6]=1. (7) Given the reactants [Cl:1][C:2]1[CH:3]=[C:4]([S:10]([N:13]([CH3:20])[CH2:14][C:15]([O:17][CH2:18][CH3:19])=[O:16])(=[O:12])=[O:11])[CH:5]=[N:6][C:7]=1[NH:8][NH2:9].[N:21]([CH:24]1[C:30]2[CH:31]=[CH:32][CH:33]=[CH:34][C:29]=2[CH2:28][CH2:27][C:26]2[CH:35]=[CH:36][CH:37]=[CH:38][C:25]1=2)=[C:22]=[O:23].N1C=CC=CC=1, predict the reaction product. The product is: [Cl:1][C:2]1[CH:3]=[C:4]([S:10]([N:13]([CH3:20])[CH2:14][C:15]([O:17][CH2:18][CH3:19])=[O:16])(=[O:12])=[O:11])[CH:5]=[N:6][C:7]=1[NH:8][NH:9][C:22]([NH:21][CH:24]1[C:25]2[CH:38]=[CH:37][CH:36]=[CH:35][C:26]=2[CH2:27][CH2:28][C:29]2[CH:34]=[CH:33][CH:32]=[CH:31][C:30]1=2)=[O:23]. (8) Given the reactants Cl[C:2]1[CH:7]=[C:6]([O:8][C:9]2[CH:16]=[CH:15][CH:14]=[CH:13][C:10]=2[C:11]#[N:12])[CH:5]=[CH:4][N:3]=1.[CH3:17][C:18]1[N:22]=[C:21]([NH2:23])[S:20][N:19]=1.P([O-])([O-])([O-])=O.[K+].[K+].[K+].C1(P(C2C=CC=CC=2)C2C3OC4C(=CC=CC=4P(C4C=CC=CC=4)C4C=CC=CC=4)C(C)(C)C=3C=CC=2)C=CC=CC=1, predict the reaction product. The product is: [CH3:17][C:18]1[N:22]=[C:21]([NH:23][C:2]2[CH:7]=[C:6]([O:8][C:9]3[CH:16]=[CH:15][CH:14]=[CH:13][C:10]=3[C:11]#[N:12])[CH:5]=[CH:4][N:3]=2)[S:20][N:19]=1. (9) Given the reactants [ClH:1].[C:2]([C:5]1[CH:39]=[CH:38][C:8]([C:9]([N:11]2[CH2:17][C@H:16]([NH2:18])[C:15](=[O:19])[N:14]([CH2:20][C:21]3[C:30]4[C:25](=[CH:26][C:27]([Br:31])=[CH:28][CH:29]=4)[CH:24]=[CH:23][C:22]=3[O:32][CH3:33])[C:13]3[CH:34]=[CH:35][CH:36]=[CH:37][C:12]2=3)=[O:10])=[CH:7][CH:6]=1)(=[O:4])[CH3:3].C(O[C:45]([N:47](C)[C@H:48]([CH3:52])[C:49](O)=[O:50])=O)(C)(C)C, predict the reaction product. The product is: [ClH:1].[C:2]([C:5]1[CH:39]=[CH:38][C:8]([C:9]([N:11]2[CH2:17][C@H:16]([NH:18][C:49](=[O:50])[C@H:48]([NH:47][CH3:45])[CH3:52])[C:15](=[O:19])[N:14]([CH2:20][C:21]3[C:30]4[C:25](=[CH:26][C:27]([Br:31])=[CH:28][CH:29]=4)[CH:24]=[CH:23][C:22]=3[O:32][CH3:33])[C:13]3[CH:34]=[CH:35][CH:36]=[CH:37][C:12]2=3)=[O:10])=[CH:7][CH:6]=1)(=[O:4])[CH3:3]. (10) Given the reactants [CH2:1]([C:4]1[N:5]=[C:6]([C@@H:26]2[C@H:30]([CH2:31][CH3:32])[CH2:29][C@H:28]([NH:33][S:34]([CH:37]3[CH2:39][CH2:38]3)(=[O:36])=[O:35])[CH2:27]2)[N:7]2[C:12]3[CH:13]=[CH:14][N:15](S(C4C=CC(C)=CC=4)(=O)=O)[C:11]=3[N:10]=[CH:9][C:8]=12)C=C.I([O-])(=O)(=O)=[O:41].[Na+].[BH4-].[Na+].Cl.[OH-].[Na+], predict the reaction product. The product is: [CH2:31]([C@H:30]1[C@@H:26]([C:6]2[N:7]3[C:12]4[CH:13]=[CH:14][NH:15][C:11]=4[N:10]=[CH:9][C:8]3=[C:4]([CH2:1][OH:41])[N:5]=2)[CH2:27][C@@H:28]([NH:33][S:34]([CH:37]2[CH2:39][CH2:38]2)(=[O:35])=[O:36])[CH2:29]1)[CH3:32].